Predict which catalyst facilitates the given reaction. From a dataset of Catalyst prediction with 721,799 reactions and 888 catalyst types from USPTO. (1) Reactant: [C:1]([CH2:3][CH2:4][CH:5]1[CH2:10][CH2:9][CH:8]([N:11]([CH:27]2[CH2:29][CH2:28]2)[C:12](=[O:26])[C:13]2[CH:18]=[CH:17][C:16]([C@@:19]([OH:25])([CH3:24])[C:20]([F:23])([F:22])[F:21])=[CH:15][CH:14]=2)[CH2:7][CH2:6]1)#[N:2].[OH-].[K+].C([OH:36])CCC. Product: [NH2:2][C:1](=[O:36])[CH2:3][CH2:4][CH:5]1[CH2:6][CH2:7][CH:8]([N:11]([CH:27]2[CH2:28][CH2:29]2)[C:12](=[O:26])[C:13]2[CH:14]=[CH:15][C:16]([C@@:19]([OH:25])([CH3:24])[C:20]([F:21])([F:22])[F:23])=[CH:17][CH:18]=2)[CH2:9][CH2:10]1. The catalyst class is: 6. (2) Reactant: Cl[CH2:2][Si:3]([CH3:9])([CH3:8])[O:4][CH:5]([CH3:7])[CH3:6].[Br:10][C:11]1[CH:16]=[CH:15][C:14]([NH:17][C:18]2[C:19]([CH:28]=[O:29])=[CH:20][C:21]3[NH:25][CH:24]=[N:23][C:22]=3[C:26]=2[F:27])=[C:13]([Cl:30])[CH:12]=1. Product: [Br:10][C:11]1[CH:16]=[CH:15][C:14]([NH:17][C:18]2[C:19]([CH:28]([OH:29])[CH2:2][Si:3]([O:4][CH:5]([CH3:7])[CH3:6])([CH3:9])[CH3:8])=[CH:20][C:21]3[NH:25][CH:24]=[N:23][C:22]=3[C:26]=2[F:27])=[C:13]([Cl:30])[CH:12]=1. The catalyst class is: 1. (3) Reactant: FC(F)(F)C(O)=O.[CH3:8][S:9]([C:12]1[CH:33]=[CH:32][C:15]([O:16][C:17]2[N:22]=[CH:21][N:20]=[C:19]3[N:23]([CH:26]4[CH2:31][CH2:30][NH:29][CH2:28][CH2:27]4)[N:24]=[CH:25][C:18]=23)=[CH:14][CH:13]=1)(=[O:11])=[O:10].[S:34]1[CH:38]=[CH:37][N:36]=[C:35]1[CH:39]=O.C(N(CC)CC)C.C(O[BH-](OC(=O)C)OC(=O)C)(=O)C.[Na+]. Product: [CH3:8][S:9]([C:12]1[CH:13]=[CH:14][C:15]([O:16][C:17]2[N:22]=[CH:21][N:20]=[C:19]3[N:23]([CH:26]4[CH2:27][CH2:28][N:29]([CH2:39][C:35]5[S:34][CH:38]=[CH:37][N:36]=5)[CH2:30][CH2:31]4)[N:24]=[CH:25][C:18]=23)=[CH:32][CH:33]=1)(=[O:11])=[O:10]. The catalyst class is: 26. (4) Reactant: Br[C:2]1[CH:3]=[N:4][CH:5]=[C:6]([O:8][CH3:9])[CH:7]=1.[C:10]([C:12]1[CH:17]=[CH:16][CH:15]=[CH:14][N:13]=1)#[CH:11].C(N(CC)CC)C. Product: [CH3:9][O:8][C:6]1[CH:5]=[N:4][CH:3]=[C:2]([C:11]#[C:10][C:12]2[CH:17]=[CH:16][CH:15]=[CH:14][N:13]=2)[CH:7]=1. The catalyst class is: 471. (5) Reactant: C(#N)C.[CH3:4][O:5][C:6]1[C:11]([CH2:12]Cl)=[CH:10][CH:9]=[CH:8][N:7]=1.[CH2:14]1[CH2:19][CH2:18][CH2:17][CH2:16][CH:15]1[CH2:20][O:21][C:22]1[CH:27]=[CH:26][CH:25]=[CH:24][C:23]=1/[CH:28]=[CH:29]/[CH:30]1[CH2:35][CH2:34][NH:33][CH2:32][CH2:31]1.C(=O)([O-])[O-].[K+].[K+]. Product: [CH3:4][O:5][C:6]1[C:11]([CH2:12][N:33]2[CH2:34][CH2:35][CH:30](/[CH:29]=[CH:28]/[C:23]3[CH:24]=[CH:25][CH:26]=[CH:27][C:22]=3[O:21][CH2:20][CH:15]3[CH2:14][CH2:19][CH2:18][CH2:17][CH2:16]3)[CH2:31][CH2:32]2)=[CH:10][CH:9]=[CH:8][N:7]=1. The catalyst class is: 13. (6) Reactant: [Br:1][C:2]1[C:6]2[N:7]=[C:8](Cl)[N:9]=[C:10]([CH2:11][CH2:12][CH2:13][NH2:14])[C:5]=2[S:4][CH:3]=1.[ClH:16].ClC1N=[C:20]([NH:27][CH:28]2C[CH2:32][CH2:31][NH:30][CH2:29]2)[C:21]2S[CH2:25][CH2:24][C:22]=2N=1.[CH:34](N(C(C)C)CC)(C)C. The catalyst class is: 12. Product: [Br:1][C:2]1[C:6]2[N:7]=[C:8]([N:30]3[CH2:29][CH2:28][N:27]([C:20]4[CH:21]=[CH:22][C:24]([Cl:16])=[CH:25][CH:34]=4)[CH2:32][CH2:31]3)[N:9]=[C:10]([CH2:11][CH2:12][CH2:13][NH2:14])[C:5]=2[S:4][CH:3]=1. (7) Reactant: [OH:1][CH2:2][C@@H:3]1[C@@H:7]([OH:8])[CH2:6][CH:5]([O:9][CH3:10])[O:4]1.[CH3:11][C:12]1[CH:20]=[CH:19][C:15]([C:16](Cl)=[O:17])=[CH:14][CH:13]=1. Product: [CH3:11][C:12]1[CH:20]=[CH:19][C:15]([C:16]([O:8][C@H:7]2[CH2:6][CH:5]([O:9][CH3:10])[O:4][C@@H:3]2[CH2:2][O:1][C:16](=[O:17])[C:15]2[CH:19]=[CH:20][C:12]([CH3:11])=[CH:13][CH:14]=2)=[O:17])=[CH:14][CH:13]=1. The catalyst class is: 17. (8) Reactant: [C:1]([NH:8][C@@H:9]([C:17]([OH:19])=O)[CH2:10][CH:11]1[CH2:16][CH2:15][CH2:14][CH2:13][CH2:12]1)([O:3][C:4]([CH3:7])([CH3:6])[CH3:5])=[O:2].Br.Br.[CH3:22][N:23]1[CH2:28][CH2:27][CH:26]([CH:29]2[CH2:34][CH2:33][NH:32][CH2:31][CH2:30]2)[CH2:25][CH2:24]1.C1C=CC2N(O)N=NC=2C=1.CCN=C=NCCCN(C)C.C(N(C(C)C)CC)(C)C. Product: [C:1]([NH:8][C@@H:9]([C:17]([N:32]1[CH2:33][CH2:34][CH:29]([CH:26]2[CH2:25][CH2:24][N:23]([CH3:22])[CH2:28][CH2:27]2)[CH2:30][CH2:31]1)=[O:19])[CH2:10][CH:11]1[CH2:12][CH2:13][CH2:14][CH2:15][CH2:16]1)([O:3][C:4]([CH3:5])([CH3:6])[CH3:7])=[O:2]. The catalyst class is: 3.